Predict the reactants needed to synthesize the given product. From a dataset of Full USPTO retrosynthesis dataset with 1.9M reactions from patents (1976-2016). (1) Given the product [Cl:37][C:34]1[CH:35]=[CH:36][C:31]([CH2:30][N:15]2[C:12]3[C:13](=[O:14])[N:8]([CH2:7][CH2:6][CH2:5][OH:4])[C:9](=[O:39])[N:10]([CH3:38])[C:11]=3[C:17]([CH3:18])=[C:16]2[C:19]2[CH:24]=[CH:23][CH:22]=[C:21]([O:25][C:26]([F:27])([F:28])[F:29])[CH:20]=2)=[CH:32][CH:33]=1, predict the reactants needed to synthesize it. The reactants are: C([O:4][CH2:5][CH2:6][CH2:7][N:8]1[C:13](=[O:14])[C:12]2[N:15]([CH2:30][C:31]3[CH:36]=[CH:35][C:34]([Cl:37])=[CH:33][CH:32]=3)[C:16]([C:19]3[CH:24]=[CH:23][CH:22]=[C:21]([O:25][C:26]([F:29])([F:28])[F:27])[CH:20]=3)=[C:17]([CH3:18])[C:11]=2[N:10]([CH3:38])[C:9]1=[O:39])(=O)C.O[Li].O. (2) Given the product [Br:15][C:16]1[C:17]([N:1]2[CH2:6][CH2:5][CH2:4][C@@H:3]([NH:7][C:8](=[O:14])[O:9][C:10]([CH3:11])([CH3:13])[CH3:12])[CH2:2]2)=[C:18]2[C:24]([NH:25][C:26](=[O:30])[CH:27]([CH3:28])[CH3:29])=[CH:23][NH:22][C:19]2=[N:20][CH:21]=1, predict the reactants needed to synthesize it. The reactants are: [NH:1]1[CH2:6][CH2:5][CH2:4][C@@H:3]([NH:7][C:8](=[O:14])[O:9][C:10]([CH3:13])([CH3:12])[CH3:11])[CH2:2]1.[Br:15][C:16]1[C:17](F)=[C:18]2[C:24]([NH:25][C:26](=[O:30])[CH:27]([CH3:29])[CH3:28])=[CH:23][NH:22][C:19]2=[N:20][CH:21]=1.